This data is from Catalyst prediction with 721,799 reactions and 888 catalyst types from USPTO. The task is: Predict which catalyst facilitates the given reaction. Reactant: [F:1][C:2]1[CH:9]=[CH:8][C:5]([CH:6]=O)=[CH:4][CH:3]=1.[NH2:10][C@H:11]1[CH2:30][N:15]2[C:16]3[C:21]([C:22]([CH2:23][C:24]([O:26]CCC)=[O:25])=[C:14]2[CH2:13][CH2:12]1)=[CH:20][CH:19]=[CH:18][CH:17]=3.C([BH3-])#N.[Na+].[C:35]([OH:38])(=O)[CH3:36]. Product: [F:1][C:2]1[CH:9]=[CH:8][C:5]([CH2:6][N:10]([C:35](=[O:38])[CH2:36][C:5]2[CH:8]=[CH:9][C:2]([F:1])=[CH:3][CH:4]=2)[C@H:11]2[CH2:30][N:15]3[C:16]4[C:21]([C:22]([CH2:23][C:24]([OH:26])=[O:25])=[C:14]3[CH2:13][CH2:12]2)=[CH:20][CH:19]=[CH:18][CH:17]=4)=[CH:4][CH:3]=1. The catalyst class is: 5.